Predict the reaction yield, written as a fraction of the theoretical maximum amount of product (1.0 means a 100% yield; for example, 0.34 means a 34% yield). From a dataset of Reaction yield outcomes from USPTO patents with 853,638 reactions. (1) The reactants are [NH2:1][C:2]1[N:3]([CH3:24])[C:4](=[O:23])[C:5]2([C:15]3[C:10](=[CH:11][CH:12]=[C:13](Br)[CH:14]=3)[O:9][CH:8]([C:17]3[CH:22]=[CH:21][CH:20]=[CH:19][CH:18]=3)[CH2:7]2)[N:6]=1.[CH3:25][N:26]([CH3:38])[C:27]([C:29]1[CH:30]=[C:31](B(O)O)[CH:32]=[CH:33][CH:34]=1)=[O:28]. The catalyst is O1CCOCC1.C([O-])([O-])=O.[Cs+].[Cs+].Cl[Pd](Cl)([P](C1C=CC=CC=1)(C1C=CC=CC=1)C1C=CC=CC=1)[P](C1C=CC=CC=1)(C1C=CC=CC=1)C1C=CC=CC=1. The product is [NH2:1][C:2]1[N:3]([CH3:24])[C:4](=[O:23])[C:5]2([C:15]3[C:10](=[CH:11][CH:12]=[C:13]([C:33]4[CH:34]=[C:29]([CH:30]=[CH:31][CH:32]=4)[C:27]([N:26]([CH3:38])[CH3:25])=[O:28])[CH:14]=3)[O:9][CH:8]([C:17]3[CH:22]=[CH:21][CH:20]=[CH:19][CH:18]=3)[CH2:7]2)[N:6]=1. The yield is 0.0600. (2) The reactants are Cl[C:2]1[CH:7]=[C:6]([C:8]2[CH:13]=[C:12]([Cl:14])[CH:11]=[CH:10][C:9]=2[CH2:15][CH3:16])[N:5]=[C:4]([NH2:17])[N:3]=1.[N+:18]([C:21]1[CH:27]=[CH:26][C:24]([NH2:25])=[CH:23][CH:22]=1)([O-:20])=[O:19]. No catalyst specified. The product is [Cl:14][C:12]1[CH:11]=[CH:10][C:9]([CH2:15][CH3:16])=[C:8]([C:6]2[N:5]=[C:4]([NH2:17])[N:3]=[C:2]([NH:25][C:24]3[CH:26]=[CH:27][C:21]([N+:18]([O-:20])=[O:19])=[CH:22][CH:23]=3)[CH:7]=2)[CH:13]=1. The yield is 0.440. (3) The reactants are C(O[C:6]([N:8]1[CH2:13][CH2:12][C@H:11]([O:14][CH3:15])[C@H:10]([F:16])[CH2:9]1)=O)(C)(C)C.ClC1[N:23]=[C:22]([NH2:24])[CH:21]=[CH:20][N:19]=1.C(N(CC)CC)C. The catalyst is Cl.O1CCOCC1. The product is [F:16][C@H:10]1[C@@H:11]([O:14][CH3:15])[CH2:12][CH2:13][N:8]([C:6]2[N:23]=[C:22]([NH2:24])[CH:21]=[CH:20][N:19]=2)[CH2:9]1. The yield is 0.690. (4) The reactants are [C:1]([C:5]1[CH:10]=[CH:9][C:8]([N:11]2[CH:16]=[CH:15][C:14]([CH3:18])([CH3:17])[CH2:13][CH2:12]2)=[CH:7][CH:6]=1)([CH3:4])([CH3:3])[CH3:2].C(N(CC)CC)C.[F:26][C:27]([F:38])([F:37])[C:28](O[C:28](=[O:29])[C:27]([F:38])([F:37])[F:26])=[O:29]. The catalyst is C(Cl)Cl.O. The product is [C:1]([C:5]1[CH:10]=[CH:9][C:8]([N:11]2[CH2:12][CH2:13][C:14]([CH3:18])([CH3:17])[C:15]([C:28](=[O:29])[C:27]([F:38])([F:37])[F:26])=[CH:16]2)=[CH:7][CH:6]=1)([CH3:4])([CH3:2])[CH3:3]. The yield is 0.850. (5) The reactants are [Cl:1][CH2:2][S:3]([C:5]1[C:14](=[O:15])[C:13]2[C:8](=[CH:9][C:10]([F:16])=[CH:11][CH:12]=2)[N:7]([CH3:17])[CH:6]=1)=[O:4].ClC1C=C(C=CC=1)C(OO)=[O:23]. The catalyst is C(Cl)Cl. The product is [Cl:1][CH2:2][S:3]([C:5]1[C:14](=[O:15])[C:13]2[C:8](=[CH:9][C:10]([F:16])=[CH:11][CH:12]=2)[N:7]([CH3:17])[CH:6]=1)(=[O:23])=[O:4]. The yield is 0.776. (6) The reactants are [Br:1][C:2]1[CH:3]=[C:4]([C:8]([C:13]([O:15][C:16]([CH3:19])([CH3:18])[CH3:17])=[O:14])([CH3:12])[C:9]([OH:11])=[O:10])[CH:5]=[CH:6][CH:7]=1.[C:20]1(C)C=CC=CC=1.[Si](C=[N+]=[N-])(C)(C)C. The catalyst is CO. The product is [Br:1][C:2]1[CH:3]=[C:4]([C:8]([C:13]([O:15][C:16]([CH3:19])([CH3:18])[CH3:17])=[O:14])([CH3:12])[C:9]([O:11][CH3:20])=[O:10])[CH:5]=[CH:6][CH:7]=1. The yield is 1.00.